This data is from Forward reaction prediction with 1.9M reactions from USPTO patents (1976-2016). The task is: Predict the product of the given reaction. (1) Given the reactants [C:1]([C:3]1[CH:4]=[CH:5][C:6]([C:9]2[N:13]([C:14]3[CH:15]=[N:16][C:17]([CH3:20])=[CH:18][CH:19]=3)[N:12]=[C:11]([C:21](O)=[O:22])[CH:10]=2)=[N:7][CH:8]=1)#[N:2].[CH2:24]([NH:26][CH3:27])[CH3:25], predict the reaction product. The product is: [CH2:24]([N:26]([CH3:27])[C:21]([C:11]1[CH:10]=[C:9]([C:6]2[CH:5]=[CH:4][C:3]([C:1]#[N:2])=[CH:8][N:7]=2)[N:13]([C:14]2[CH:15]=[N:16][C:17]([CH3:20])=[CH:18][CH:19]=2)[N:12]=1)=[O:22])[CH3:25]. (2) Given the reactants P([O-])([O-])([O-])=O.[K+].[K+].[K+].Cl[C:10]1[CH:11]=[CH:12][C:13]2[N:19]3[CH2:20][C@H:16]([CH2:17][CH2:18]3)[N:15]([C:21]([NH:23][C:24]3[CH:29]=[N:28][CH:27]=[CH:26][N:25]=3)=[O:22])[C:14]=2[N:30]=1.[F:31][CH:32]([F:42])[C:33]1[CH:38]=[C:37](B(O)O)[CH:36]=[CH:35][N:34]=1.CC(C1C=C(C(C)C)C(C2C=CC=CC=2P(C2CCCCC2)C2CCCCC2)=C(C(C)C)C=1)C, predict the reaction product. The product is: [F:31][CH:32]([F:42])[C:33]1[CH:38]=[C:37]([C:10]2[CH:11]=[CH:12][C:13]3[N:19]4[CH2:20][C@H:16]([CH2:17][CH2:18]4)[N:15]([C:21]([NH:23][C:24]4[CH:29]=[N:28][CH:27]=[CH:26][N:25]=4)=[O:22])[C:14]=3[N:30]=2)[CH:36]=[CH:35][N:34]=1. (3) The product is: [CH3:11][O:10][C:8]([CH2:7][C@@H:5]([OH:6])[C:4]([OH:12])=[O:3])=[O:9]. Given the reactants CC1(C)[O:6][C@H:5]([CH2:7][C:8]([O:10][CH3:11])=[O:9])[C:4](=[O:12])[O:3]1.Cl.[Na+].[Cl-], predict the reaction product.